Task: Predict the reactants needed to synthesize the given product.. Dataset: Full USPTO retrosynthesis dataset with 1.9M reactions from patents (1976-2016) (1) The reactants are: [Br:1][C:2]1[CH:12]=[CH:11][C:5]([C:6]([O:8][CH2:9][CH3:10])=[O:7])=[CH:4][C:3]=1[OH:13].C([O-])([O-])=O.[K+].[K+].[CH:20]1[CH:25]=[CH:24][C:23]([CH2:26]Br)=[CH:22][CH:21]=1. Given the product [Br:1][C:2]1[CH:12]=[CH:11][C:5]([C:6]([O:8][CH2:9][CH3:10])=[O:7])=[CH:4][C:3]=1[O:13][CH2:26][C:23]1[CH:24]=[CH:25][CH:20]=[CH:21][CH:22]=1, predict the reactants needed to synthesize it. (2) Given the product [CH2:1]([O:3][C:4](=[O:21])[CH2:5][O:6][C:7]1[CH:12]=[CH:11][C:10]([SH:13])=[CH:9][C:8]=1[CH3:17])[CH3:2], predict the reactants needed to synthesize it. The reactants are: [CH2:1]([O:3][C:4](=[O:21])[CH2:5][O:6][C:7]1[CH:12]=[CH:11][C:10]([S:13](Cl)(=O)=O)=[CH:9][C:8]=1[C:17](F)(F)F)[CH3:2].C1C=CC2N(O)N=NC=2C=1.C(Cl)CCl.[OH-].[Na+]. (3) Given the product [O:29]=[C:27]1[NH:26][C:25](=[O:30])[C:24](=[CH:23][C:20]2[CH:19]=[CH:18][C:17]([C:13]3[CH:14]=[CH:15][CH:16]=[C:11]([NH:10][C:8]([NH:7][C:1]4[CH:6]=[CH:5][CH:4]=[CH:3][CH:2]=4)=[O:9])[CH:12]=3)=[CH:22][CH:21]=2)[S:28]1, predict the reactants needed to synthesize it. The reactants are: [C:1]1([N:7]=[C:8]=[O:9])[CH:6]=[CH:5][CH:4]=[CH:3][CH:2]=1.[NH2:10][C:11]1[CH:12]=[C:13]([C:17]2[CH:22]=[CH:21][C:20]([CH:23]=[C:24]3[S:28][C:27](=[O:29])[NH:26][C:25]3=[O:30])=[CH:19][CH:18]=2)[CH:14]=[CH:15][CH:16]=1.C(N(CC)CC)C. (4) Given the product [NH2:17][C@@H:18]([CH2:19][CH2:20][CH2:21][CH2:22][NH:23][C:24]([O:25][C:26]([CH3:29])([CH3:28])[CH3:27])=[O:30])[C:31]([O:33][CH2:34][CH2:35][CH2:36][CH2:37][O:38][N+:39]([O-:41])=[O:40])=[O:32], predict the reactants needed to synthesize it. The reactants are: C1C2C(COC(=O)[NH:17][CH:18]([C:31]([O:33][CH2:34][CH2:35][CH2:36][CH2:37][O:38][N+:39]([O-:41])=[O:40])=[O:32])[CH2:19][CH2:20][CH2:21][CH2:22][NH:23][C:24](=[O:30])[O:25][C:26]([CH3:29])([CH3:28])[CH3:27])C3C(=CC=CC=3)C=2C=CC=1.N1CCCCC1. (5) Given the product [F:1][C:2]1[CH:7]=[C:6]([F:8])[CH:5]=[CH:4][C:3]=1[CH2:9][C:10]([Cl:16])=[O:12], predict the reactants needed to synthesize it. The reactants are: [F:1][C:2]1[CH:7]=[C:6]([F:8])[CH:5]=[CH:4][C:3]=1[CH2:9][C:10]([OH:12])=O.C(Cl)(=O)C([Cl:16])=O.